This data is from Reaction yield outcomes from USPTO patents with 853,638 reactions. The task is: Predict the reaction yield, written as a fraction of the theoretical maximum amount of product (1.0 means a 100% yield; for example, 0.34 means a 34% yield). (1) The reactants are [CH3:1][C@H:2]1[CH2:7][CH2:6][C@H:5]([C:8]([N:10]([CH2:26][C:27]([N:29]2[CH2:34][CH2:33][O:32][CH2:31][CH2:30]2)=[O:28])[C:11]2[CH:15]=[C:14]([C:16]#[C:17][C:18]3([CH3:21])[CH2:20][CH2:19]3)[S:13][C:12]=2[C:22]([O:24]C)=[O:23])=[O:9])[CH2:4][CH2:3]1.O[Li].O.Cl. The catalyst is C1COCC1.O. The product is [CH3:1][C@H:2]1[CH2:7][CH2:6][C@H:5]([C:8]([N:10]([CH2:26][C:27]([N:29]2[CH2:34][CH2:33][O:32][CH2:31][CH2:30]2)=[O:28])[C:11]2[CH:15]=[C:14]([C:16]#[C:17][C:18]3([CH3:21])[CH2:20][CH2:19]3)[S:13][C:12]=2[C:22]([OH:24])=[O:23])=[O:9])[CH2:4][CH2:3]1. The yield is 0.210. (2) The reactants are [S:1]([N:11]1[C:15]2=[N:16][CH:17]=[C:18]([NH:20][NH:21][C:22]([C:24]34[CH2:31][CH2:30][C:27]([NH:32]C(=O)OC(C)(C)C)([CH2:28][CH2:29]3)[CH2:26][CH2:25]4)=O)[N:19]=[C:14]2[CH:13]=[CH:12]1)([C:4]1[CH:10]=[CH:9][C:7]([CH3:8])=[CH:6][CH:5]=1)(=[O:3])=[O:2].O=S(Cl)Cl. The catalyst is O1CCOCC1. The product is [S:1]([N:11]1[C:15]2[N:16]=[CH:17][C:18]3[N:19]([C:22]([C:24]45[CH2:29][CH2:28][C:27]([NH2:32])([CH2:30][CH2:31]4)[CH2:26][CH2:25]5)=[N:21][N:20]=3)[C:14]=2[CH:13]=[CH:12]1)([C:4]1[CH:5]=[CH:6][C:7]([CH3:8])=[CH:9][CH:10]=1)(=[O:3])=[O:2]. The yield is 0.240. (3) The reactants are [CH3:1][O:2][C:3](=[O:12])[C:4]1[CH:9]=[C:8]([Cl:10])[CH:7]=[CH:6][C:5]=1[NH2:11].[C:13](Cl)([O:15][CH2:16][C:17]1[CH:22]=[CH:21][CH:20]=[CH:19][CH:18]=1)=[O:14].Cl.O. The catalyst is N1C=CC=CC=1. The product is [CH3:1][O:2][C:3](=[O:12])[C:4]1[CH:9]=[C:8]([Cl:10])[CH:7]=[CH:6][C:5]=1[NH:11][C:13]([O:15][CH2:16][C:17]1[CH:22]=[CH:21][CH:20]=[CH:19][CH:18]=1)=[O:14]. The yield is 0.700.